This data is from Forward reaction prediction with 1.9M reactions from USPTO patents (1976-2016). The task is: Predict the product of the given reaction. (1) The product is: [Br:25][C:26]1[C:27]([C:47]2[CH:48]=[N:49][N:50]3[CH:55]=[CH:54][CH:53]=[CH:52][C:51]=23)=[N:28][C:29]([NH:32][C:33]2[CH:38]=[CH:37][C:36]([CH:39]3[CH2:44][CH2:43][N:42]([C:57](=[O:56])[CH2:58][OH:59])[CH2:41][CH2:40]3)=[CH:35][C:34]=2[O:45][CH3:46])=[N:30][CH:31]=1. Given the reactants CN(C(ON1N=NC2C=CC=NC1=2)=[N+](C)C)C.F[P-](F)(F)(F)(F)F.[Br:25][C:26]1[C:27]([C:47]2[CH:48]=[N:49][N:50]3[CH:55]=[CH:54][CH:53]=[CH:52][C:51]=23)=[N:28][C:29]([NH:32][C:33]2[CH:38]=[CH:37][C:36]([CH:39]3[CH2:44][CH2:43][NH:42][CH2:41][CH2:40]3)=[CH:35][C:34]=2[O:45][CH3:46])=[N:30][CH:31]=1.[OH:56][CH2:57][C:58](O)=[O:59].C(N(C(C)C)C(C)C)C, predict the reaction product. (2) The product is: [CH2:16]([O:2][C:1]1[CH:8]=[CH:7][C:5]([OH:6])=[CH:4][CH:3]=1)[C:17]#[C:18][CH3:19]. Given the reactants [C:1]1([CH:8]=[CH:7][C:5]([OH:6])=[CH:4][CH:3]=1)[OH:2].C(=O)([O-])[O-].[K+].[K+].Br[CH2:16][C:17]#[C:18][CH3:19], predict the reaction product. (3) Given the reactants [H-].[Na+].[C:3]([O:10][CH3:11])(=[O:9])[CH2:4][C:5]([O:7][CH3:8])=[O:6].[Br:12][C:13]1[CH:14]=[C:15]2[C:20](=[CH:21][CH:22]=1)[N:19]=[C:18]([O:23][CH3:24])[C:17]([CH:25](Br)[C:26]1[CH:31]=[CH:30][CH:29]=[CH:28][CH:27]=1)=[CH:16]2, predict the reaction product. The product is: [CH3:8][O:7][C:5](=[O:6])[CH:4]([CH:25]([C:17]1[C:18]([O:23][CH3:24])=[N:19][C:20]2[C:15]([CH:16]=1)=[CH:14][C:13]([Br:12])=[CH:22][CH:21]=2)[C:26]1[CH:27]=[CH:28][CH:29]=[CH:30][CH:31]=1)[C:3]([O:10][CH3:11])=[O:9]. (4) Given the reactants Cl.[NH2:2][CH2:3][C:4]([NH:6][CH:7]([C:24]([N:26]1[CH2:31][CH2:30][CH2:29][CH2:28][CH2:27]1)=[O:25])[CH2:8][NH:9][C:10]([CH:12]1[CH2:17][CH2:16][N:15]([C:18]2[CH:23]=[CH:22][N:21]=[CH:20][CH:19]=2)[CH2:14][CH2:13]1)=[O:11])=[O:5].[C:32]1([CH3:42])[CH:37]=[CH:36][C:35]([S:38](Cl)(=[O:40])=[O:39])=[CH:34][CH:33]=1, predict the reaction product. The product is: [N:26]1([C:24]([CH:7]([NH:6][C:4](=[O:5])[CH2:3][NH:2][S:38]([C:35]2[CH:36]=[CH:37][C:32]([CH3:42])=[CH:33][CH:34]=2)(=[O:40])=[O:39])[CH2:8][NH:9][C:10]([CH:12]2[CH2:17][CH2:16][N:15]([C:18]3[CH:23]=[CH:22][N:21]=[CH:20][CH:19]=3)[CH2:14][CH2:13]2)=[O:11])=[O:25])[CH2:27][CH2:28][CH2:29][CH2:30][CH2:31]1. (5) Given the reactants [NH:1]1[C:5]2[CH:6]=[CH:7][CH:8]=[CH:9][C:4]=2[N:3]=[C:2]1[C:10]([C:12]1[CH:17]=[CH:16][C:15]([O:18][C:19]2[C:24](Br)=[CH:23][CH:22]=[CH:21][N:20]=2)=[CH:14][CH:13]=1)=[O:11].CC1(C)C(C)(C)OB([C:34]2[CH2:35][CH2:36][CH2:37][N:38]([C:40](=[O:42])[CH3:41])[CH:39]=2)O1.C([O-])(=O)C.[K+].O1CCOCC1, predict the reaction product. The product is: [NH:1]1[C:5]2[CH:6]=[CH:7][CH:8]=[CH:9][C:4]=2[N:3]=[C:2]1[C:10]([C:12]1[CH:17]=[CH:16][C:15]([O:18][C:19]2[C:24]([C:36]3[CH2:35][CH2:34][CH2:39][N:38]([C:40](=[O:42])[CH3:41])[CH:37]=3)=[CH:23][CH:22]=[CH:21][N:20]=2)=[CH:14][CH:13]=1)=[O:11].